From a dataset of Catalyst prediction with 721,799 reactions and 888 catalyst types from USPTO. Predict which catalyst facilitates the given reaction. Reactant: [C:1]([O:8][CH2:9][CH3:10])(=[O:7])[C:2](OCC)=[O:3].Cl[CH2:12][Si:13]([CH3:16])([CH3:15])[CH3:14].[Mg].[Cl-].[NH4+]. Product: [OH:3][C:2]([CH2:12][Si:13]([CH3:16])([CH3:15])[CH3:14])([CH2:12][Si:13]([CH3:16])([CH3:15])[CH3:14])[C:1]([O:8][CH2:9][CH3:10])=[O:7]. The catalyst class is: 7.